Dataset: Peptide-MHC class I binding affinity with 185,985 pairs from IEDB/IMGT. Task: Regression. Given a peptide amino acid sequence and an MHC pseudo amino acid sequence, predict their binding affinity value. This is MHC class I binding data. (1) The peptide sequence is RLFYTFFSY. The MHC is HLA-B54:01 with pseudo-sequence HLA-B54:01. The binding affinity (normalized) is 0.181. (2) The binding affinity (normalized) is 0.149. The peptide sequence is LPRRSGAAGA. The MHC is HLA-B51:01 with pseudo-sequence HLA-B51:01. (3) The peptide sequence is DMFLTSVINR. The MHC is HLA-A11:01 with pseudo-sequence HLA-A11:01. The binding affinity (normalized) is 0.280. (4) The peptide sequence is CTSEIQNVT. The MHC is HLA-A02:03 with pseudo-sequence HLA-A02:03. The binding affinity (normalized) is 0.209. (5) The peptide sequence is QVPLRPMTSK. The MHC is HLA-B15:01 with pseudo-sequence HLA-B15:01. The binding affinity (normalized) is 0.193.